Dataset: Full USPTO retrosynthesis dataset with 1.9M reactions from patents (1976-2016). Task: Predict the reactants needed to synthesize the given product. (1) Given the product [F:13][C:14]1[CH:15]=[C:16]([CH:19]=[CH:20][C:21]=1[F:22])[CH2:17][C:2]1[CH:3]=[C:4]([CH:9]=[CH:10][N:11]=1)[C:5]([O:7][CH3:8])=[O:6], predict the reactants needed to synthesize it. The reactants are: Cl[C:2]1[CH:3]=[C:4]([CH:9]=[CH:10][N:11]=1)[C:5]([O:7][CH3:8])=[O:6].[Br-].[F:13][C:14]1[CH:15]=[C:16]([CH:19]=[CH:20][C:21]=1[F:22])[CH2:17][Zn+]. (2) Given the product [C:29]([C:26]1[CH:25]=[CH:24][C:23]([O:1][CH:2]2[CH2:3][CH2:4][N:5]([C:8]([O:10][C:11]([CH3:14])([CH3:13])[CH3:12])=[O:9])[CH2:6][CH2:7]2)=[N:28][CH:27]=1)#[N:30], predict the reactants needed to synthesize it. The reactants are: [OH:1][CH:2]1[CH2:7][CH2:6][N:5]([C:8]([O:10][C:11]([CH3:14])([CH3:13])[CH3:12])=[O:9])[CH2:4][CH2:3]1.CN(C)C=O.[H-].[Na+].Cl[C:23]1[N:28]=[CH:27][C:26]([C:29]#[N:30])=[CH:25][CH:24]=1.